Task: Regression/Classification. Given a drug SMILES string, predict its absorption, distribution, metabolism, or excretion properties. Task type varies by dataset: regression for continuous measurements (e.g., permeability, clearance, half-life) or binary classification for categorical outcomes (e.g., BBB penetration, CYP inhibition). Dataset: cyp2d6_veith.. Dataset: CYP2D6 inhibition data for predicting drug metabolism from PubChem BioAssay (1) The molecule is CN(C)c1ncc(S(=O)(=O)c2ccccc2)c(-c2ccc(Cl)cc2Cl)n1. The result is 0 (non-inhibitor). (2) The molecule is Cc1c(N=Cc2ccc(Br)s2)cccc1[N+](=O)[O-]. The result is 0 (non-inhibitor). (3) The compound is CC[C@@](O)(C(=O)O)c1cc2n(c(=O)c1CO)Cc1cc3ccccc3nc1-2.[Na]. The result is 0 (non-inhibitor). (4) The compound is C[C@@]12CC[C@@H]3c4ccc(OP(=O)(O)O)cc4CC[C@@H]3[C@H]1CCC2=O. The result is 0 (non-inhibitor). (5) The compound is O=C(CC(NS(=O)(=O)c1ccc(Cl)cc1)c1ccco1)NCc1ccco1. The result is 1 (inhibitor). (6) The molecule is CNCC[C@@H](Oc1ccccc1C)c1ccccc1. The result is 1 (inhibitor). (7) The molecule is O=C1NCCCC1C(=O)Nc1ccccc1C(F)(F)F. The result is 0 (non-inhibitor).